From a dataset of Full USPTO retrosynthesis dataset with 1.9M reactions from patents (1976-2016). Predict the reactants needed to synthesize the given product. (1) Given the product [C:19]([C:16]1[CH:17]=[CH:18][C:13]([NH:12][C:10]([NH:9][CH2:8][CH2:7][CH2:6][N:58]([CH2:57][C@@H:49]2[C@@H:50]3[C@@H:54]([O:53][C:52]([CH3:56])([CH3:55])[O:51]3)[C@H:47]([N:44]3[C:40]4[N:41]=[CH:42][N:43]=[C:38]([NH:37][CH2:36][C:35]5[CH:60]=[CH:61][C:62]([O:64][CH3:65])=[CH:63][C:34]=5[O:33][CH3:32])[C:39]=4[CH:46]=[CH:45]3)[O:48]2)[CH3:59])=[O:11])=[CH:14][CH:15]=1)([CH3:22])([CH3:21])[CH3:20], predict the reactants needed to synthesize it. The reactants are: CS(O[CH2:6][CH2:7][CH2:8][NH:9][C:10]([NH:12][C:13]1[CH:18]=[CH:17][C:16]([C:19]([CH3:22])([CH3:21])[CH3:20])=[CH:15][CH:14]=1)=[O:11])(=O)=O.C(N(CC)C(C)C)(C)C.[CH3:32][O:33][C:34]1[CH:63]=[C:62]([O:64][CH3:65])[CH:61]=[CH:60][C:35]=1[CH2:36][NH:37][C:38]1[C:39]2[CH:46]=[CH:45][N:44]([C@H:47]3[C@H:54]4[C@H:50]([O:51][C:52]([CH3:56])([CH3:55])[O:53]4)[C@@H:49]([CH2:57][NH:58][CH3:59])[O:48]3)[C:40]=2[N:41]=[CH:42][N:43]=1.C(#N)C.S([O-])(=O)(=O)C. (2) Given the product [N:41]1[C:42]2[C:37](=[CH:36][C:35]([C:32]3([C:22]4[N:17]5[CH:18]=[C:13]([C:10]6[CH:11]=[CH:12][N:8]([CH2:7][C:6]([O:5][C:1]([CH3:4])([CH3:2])[CH3:3])=[O:20])[N:9]=6)[CH:14]=[N:15][C:16]5=[N:19][CH:23]=4)[CH2:34][CH2:33]3)=[CH:44][CH:43]=2)[CH:38]=[CH:39][CH:40]=1, predict the reactants needed to synthesize it. The reactants are: [C:1]([O:5][C:6](=[O:20])[CH2:7][N:8]1[CH:12]=[CH:11][C:10]([C:13]2[CH:14]=[N:15][C:16]([NH2:19])=[N:17][CH:18]=2)=[N:9]1)([CH3:4])([CH3:3])[CH3:2].Cl[CH:22]([C:32]1([C:35]2[CH:36]=[C:37]3[C:42](=[CH:43][CH:44]=2)[N:41]=[CH:40][CH:39]=[CH:38]3)[CH2:34][CH2:33]1)[CH:23](N1C(=O)CCC1=O)O. (3) Given the product [F:29][C:15]1[C:16]([O:20][C:21]2[CH:26]=[CH:25][N:24]=[C:23]([CH2:27][O:28][S:36]([CH3:35])(=[O:38])=[O:37])[CH:22]=2)=[CH:17][CH:18]=[C:19]2[C:14]=1[CH:13]=[C:12]([CH3:30])[N:11]2[C:9](=[O:10])[NH:8][C:5]1[CH:6]=[CH:7][C:2]([F:1])=[C:3]([C:31]([F:33])([F:32])[F:34])[CH:4]=1, predict the reactants needed to synthesize it. The reactants are: [F:1][C:2]1[CH:7]=[CH:6][C:5]([NH:8][C:9]([N:11]2[C:19]3[C:14](=[C:15]([F:29])[C:16]([O:20][C:21]4[CH:26]=[CH:25][N:24]=[C:23]([CH2:27][OH:28])[CH:22]=4)=[CH:17][CH:18]=3)[CH:13]=[C:12]2[CH3:30])=[O:10])=[CH:4][C:3]=1[C:31]([F:34])([F:33])[F:32].[CH3:35][S:36](Cl)(=[O:38])=[O:37]. (4) Given the product [CH2:1]([O:3][CH:4]([O:7][CH2:8][CH3:9])[C:5]1[N:6]=[CH:11][NH:10][C:12]=1[C:13]([O:15][CH3:16])=[O:14])[CH3:2], predict the reactants needed to synthesize it. The reactants are: [CH2:1]([O:3][CH:4]([O:7][CH2:8][CH3:9])[C:5]#[N:6])[CH3:2].[N+:10]([CH2:12][C:13]([O:15][CH3:16])=[O:14])#[C-:11].CCOCC.